From a dataset of Peptide-MHC class II binding affinity with 134,281 pairs from IEDB. Regression. Given a peptide amino acid sequence and an MHC pseudo amino acid sequence, predict their binding affinity value. This is MHC class II binding data. (1) The peptide sequence is FLIYITELLKKLQST. The MHC is HLA-DQA10501-DQB10301 with pseudo-sequence HLA-DQA10501-DQB10301. The binding affinity (normalized) is 0.190. (2) The binding affinity (normalized) is 0.591. The MHC is DRB1_1101 with pseudo-sequence DRB1_1101. The peptide sequence is PCVFIKRVSNVIIHG. (3) The peptide sequence is LHQNFKDTSMQKTIP. The MHC is DRB3_0101 with pseudo-sequence DRB3_0101. The binding affinity (normalized) is 0.218. (4) The peptide sequence is EVWNRVWITNNPHMQ. The MHC is DRB1_0301 with pseudo-sequence DRB1_0301. The binding affinity (normalized) is 0.495.